The task is: Regression. Given two drug SMILES strings and cell line genomic features, predict the synergy score measuring deviation from expected non-interaction effect.. This data is from NCI-60 drug combinations with 297,098 pairs across 59 cell lines. (1) Drug 1: C1=CN(C=N1)CC(O)(P(=O)(O)O)P(=O)(O)O. Drug 2: C1CN(CCN1C(=O)CCBr)C(=O)CCBr. Cell line: RPMI-8226. Synergy scores: CSS=19.9, Synergy_ZIP=-2.81, Synergy_Bliss=8.00, Synergy_Loewe=7.17, Synergy_HSA=5.62. (2) Drug 1: CN1C(=O)N2C=NC(=C2N=N1)C(=O)N. Drug 2: C1C(C(OC1N2C=NC(=NC2=O)N)CO)O. Cell line: OVCAR-8. Synergy scores: CSS=14.5, Synergy_ZIP=-2.00, Synergy_Bliss=-0.644, Synergy_Loewe=-10.3, Synergy_HSA=-0.752. (3) Drug 1: C1=NC2=C(N=C(N=C2N1C3C(C(C(O3)CO)O)O)F)N. Drug 2: N.N.Cl[Pt+2]Cl. Cell line: HS 578T. Synergy scores: CSS=16.5, Synergy_ZIP=-5.44, Synergy_Bliss=0.105, Synergy_Loewe=2.99, Synergy_HSA=2.83. (4) Drug 1: CC1=CC2C(CCC3(C2CCC3(C(=O)C)OC(=O)C)C)C4(C1=CC(=O)CC4)C. Drug 2: CC(C)CN1C=NC2=C1C3=CC=CC=C3N=C2N. Cell line: HOP-92. Synergy scores: CSS=-6.66, Synergy_ZIP=3.91, Synergy_Bliss=-0.907, Synergy_Loewe=-8.78, Synergy_HSA=-9.46.